Predict the product of the given reaction. From a dataset of Forward reaction prediction with 1.9M reactions from USPTO patents (1976-2016). (1) Given the reactants [Si:1]([O:8][C@@H:9]([C:25]1[CH:30]=[CH:29][C:28]([C:31]([F:34])([F:33])[F:32])=[CH:27][CH:26]=1)[C@H:10]([NH:17][C:18](=[O:24])[O:19][C:20]([CH3:23])([CH3:22])[CH3:21])[C:11](N(OC)C)=[O:12])([C:4]([CH3:7])([CH3:6])[CH3:5])([CH3:3])[CH3:2].[H-].C([Al+]CC(C)C)C(C)C.CCCCCC, predict the reaction product. The product is: [Si:1]([O:8][C@@H:9]([C:25]1[CH:30]=[CH:29][C:28]([C:31]([F:32])([F:33])[F:34])=[CH:27][CH:26]=1)[C@H:10]([NH:17][C:18](=[O:24])[O:19][C:20]([CH3:23])([CH3:22])[CH3:21])[CH:11]=[O:12])([C:4]([CH3:5])([CH3:6])[CH3:7])([CH3:3])[CH3:2]. (2) Given the reactants [N:1]1([C:7]2[CH:8]=[CH:9][C:10]3[N:11]([C:13]([C:16]([F:19])([F:18])[F:17])=[N:14][N:15]=3)[N:12]=2)[CH2:6][CH2:5][NH:4][CH2:3][CH2:2]1.[F:20][C:21]1[CH:28]=[CH:27][C:24]([CH:25]=O)=[CH:23][CH:22]=1, predict the reaction product. The product is: [F:20][C:21]1[CH:28]=[CH:27][C:24]([CH2:25][N:4]2[CH2:3][CH2:2][N:1]([C:7]3[CH:8]=[CH:9][C:10]4[N:11]([C:13]([C:16]([F:17])([F:18])[F:19])=[N:14][N:15]=4)[N:12]=3)[CH2:6][CH2:5]2)=[CH:23][CH:22]=1. (3) Given the reactants [NH2:1][CH:2]1[CH2:6][N:5]([C:7]([O:9][CH2:10][C:11]2[CH:16]=[CH:15][CH:14]=[CH:13][CH:12]=2)=[O:8])[CH2:4][C:3]1([CH3:18])[CH3:17].CO, predict the reaction product. The product is: [NH2:1][C@@H:2]1[CH2:6][N:5]([C:7]([O:9][CH2:10][C:11]2[CH:16]=[CH:15][CH:14]=[CH:13][CH:12]=2)=[O:8])[CH2:4][C:3]1([CH3:18])[CH3:17]. (4) Given the reactants Br[C:2]1[CH:3]=[CH:4][C:5]([C:8]2[CH:13]=[CH:12][C:11]([N:14]3[C:26]4[CH:25]=[CH:24][CH:23]=[CH:22][C:21]=4[C:20]4[C:15]3=[CH:16][CH:17]=[CH:18][CH:19]=4)=[CH:10][CH:9]=2)=[N:6][CH:7]=1.CC1(C)C(C)(C)OB(C2C=CC([C:41]3[CH:46]=[CH:45][C:44]([N:47]4[C:59]5[CH:58]=CC=C[C:54]=5C5C4=CC=CC=5)=[CH:43][CH:42]=3)=NC=2)O1.C([O-])([O-])=O.[Na+].[Na+].O, predict the reaction product. The product is: [CH:25]1[C:26]2[N:14]([C:11]3[CH:12]=[CH:13][C:8]([C:5]4[N:6]=[CH:7][C:2]([C:2]5[CH:7]=[N:6][C:5]([C:8]6[CH:13]=[CH:54][C:59]([N:47]7[C:44]8[CH:45]=[CH:46][CH:41]=[CH:42][C:43]=8[C:15]8[C:20]7=[CH:19][CH:18]=[CH:17][CH:16]=8)=[CH:58][CH:9]=6)=[CH:4][CH:3]=5)=[CH:3][CH:4]=4)=[CH:9][CH:10]=3)[C:15]3[C:20](=[CH:19][CH:18]=[CH:17][CH:16]=3)[C:21]=2[CH:22]=[CH:23][CH:24]=1. (5) Given the reactants [F:1][C:2]([F:28])([F:27])[C:3]1[CH:11]=[C:10]([C:12]([NH:14][C@H:15]([C:17]2[NH:21][C:20]3[CH:22]=[CH:23][C:24]([Cl:26])=[CH:25][C:19]=3[N:18]=2)[CH3:16])=[O:13])[CH:9]=[CH:8][C:4]=1[C:5]([OH:7])=O.CN(C(O[N:37]1N=NC2C=[CH:41][CH:42]=[CH:43][C:38]1=2)=[N+](C)C)C.[B-](F)(F)(F)F.C(N(C(C)C)CC)(C)C.N1CC=CC1.ClCl, predict the reaction product. The product is: [Cl:26][C:24]1[CH:23]=[CH:22][C:20]2[NH:21][C:17]([C@@H:15]([NH:14][C:12](=[O:13])[C:10]3[CH:9]=[CH:8][C:4]([C:5]([N:37]4[CH2:38][CH:43]=[CH:42][CH2:41]4)=[O:7])=[C:3]([C:2]([F:28])([F:1])[F:27])[CH:11]=3)[CH3:16])=[N:18][C:19]=2[CH:25]=1.